From a dataset of Forward reaction prediction with 1.9M reactions from USPTO patents (1976-2016). Predict the product of the given reaction. (1) Given the reactants [Cl:1][C:2]1[C:3]2[CH:10]=[CH:9][NH:8][C:4]=2[N:5]=[CH:6][N:7]=1.[Br:11]N1C(=O)CCC1=O.CO, predict the reaction product. The product is: [Br:11][C:10]1[C:3]2[C:2]([Cl:1])=[N:7][CH:6]=[N:5][C:4]=2[NH:8][CH:9]=1. (2) Given the reactants [C:1]([C:3]1[CH:8]=[C:7]([O:9][CH2:10][CH2:11][O:12][CH2:13][CH2:14][O:15][CH2:16][CH2:17][O:18][CH2:19][CH2:20][O:21][C:22]2[CH:27]=[C:26](/[N:28]=[CH:29]/[N:30](C)C)[C:25]([C:33]#[N:34])=[CH:24][C:23]=2[O:35][CH2:36][CH2:37][O:38][CH3:39])[C:6]([O:40][CH2:41][CH2:42][O:43][CH3:44])=[CH:5][C:4]=1/[N:45]=[CH:46]/[N:47](C)C)#[N:2].[C:50]([C:52]1[CH:53]=[C:54]([CH:56]=[CH:57][CH:58]=1)N)#[CH:51].[CH3:59][C:60](O)=O, predict the reaction product. The product is: [C:50]([C:52]1[CH:53]=[C:54]([NH:2][C:1]2[C:3]3[C:4](=[CH:5][C:6]([O:40][CH2:41][CH2:42][O:43][CH3:44])=[C:7]([O:9][CH2:10][CH2:11][O:12][CH2:13][CH2:14][O:15][CH2:16][CH2:17][O:18][CH2:19][CH2:20][O:21][C:22]4[CH:27]=[C:26]5[C:25]([C:33]([NH:34][C:3]6[CH:8]=[CH:7][CH:6]=[C:5]([C:60]#[CH:59])[CH:4]=6)=[N:30][CH:29]=[N:28]5)=[CH:24][C:23]=4[O:35][CH2:36][CH2:37][O:38][CH3:39])[CH:8]=3)[N:45]=[CH:46][N:47]=2)[CH:56]=[CH:57][CH:58]=1)#[CH:51]. (3) Given the reactants Cl[C:2]1[N:7]=[C:6]([N:8]2[C:12]3[CH:13]=[CH:14][CH:15]=[CH:16][C:11]=3[N:10]=[C:9]2[CH:17]([F:19])[F:18])[N:5]=[C:4]([N:20]2[CH2:25][CH2:24][O:23][CH2:22][CH2:21]2)[N:3]=1.[CH2:26]([S:28]([N:31]1[CH2:36][CH2:35][NH:34][CH2:33][CH2:32]1)(=[O:30])=[O:29])[CH3:27], predict the reaction product. The product is: [F:19][CH:17]([F:18])[C:9]1[N:8]([C:6]2[N:7]=[C:2]([N:34]3[CH2:33][CH2:32][N:31]([S:28]([CH2:26][CH3:27])(=[O:29])=[O:30])[CH2:36][CH2:35]3)[N:3]=[C:4]([N:20]3[CH2:25][CH2:24][O:23][CH2:22][CH2:21]3)[N:5]=2)[C:12]2[CH:13]=[CH:14][CH:15]=[CH:16][C:11]=2[N:10]=1. (4) Given the reactants [NH2:1][C:2]1[C:3]([Br:14])=[N:4][C:5]([CH3:13])=[C:6]([CH:12]=1)[C:7]([O:9][CH2:10][CH3:11])=[O:8].[CH3:15][CH2:16][C:17](=O)[CH2:18][CH3:19].C(O[BH-](OC(=O)C)OC(=O)C)(=O)C.[Na+].FC(F)(F)C(O)=O, predict the reaction product. The product is: [Br:14][C:3]1[C:2]([NH:1][CH:17]([CH2:18][CH3:19])[CH2:16][CH3:15])=[CH:12][C:6]([C:7]([O:9][CH2:10][CH3:11])=[O:8])=[C:5]([CH3:13])[N:4]=1. (5) Given the reactants S(Cl)([Cl:3])=O.C(OC([NH:12][C@@:13]1([C:32]([O:34][C:35](C)(C)[CH3:36])=[O:33])[CH2:18][C@@H:17]([S:19][C:20]2[NH:24][CH:23]=[N:22][N:21]=2)[C@@H:16]2[C@H:14]1[C@H:15]2[C:25]([O:27][C:28](C)(C)[CH3:29])=[O:26])=O)(C)(C)C, predict the reaction product. The product is: [ClH:3].[NH2:12][C@@:13]1([C:32]([O:34][CH2:35][CH3:36])=[O:33])[CH2:18][C@@H:17]([S:19][C:20]2[NH:24][CH:23]=[N:22][N:21]=2)[C@@H:16]2[C@H:14]1[C@H:15]2[C:25]([O:27][CH2:28][CH3:29])=[O:26]. (6) The product is: [C:1]([O:5][C:6](=[O:32])[NH:7][CH3:8])([CH3:4])([CH3:3])[CH3:2]. Given the reactants [C:1]([O:5][C:6](=[O:32])[NH:7][CH2:8]C1CN(S(C2C=CC(F)=CC=2)(=O)=O)C2C=C([N+]([O-])=O)C=CC=2O1)([CH3:4])([CH3:3])[CH3:2].CI.[H-].[Na+], predict the reaction product. (7) Given the reactants [NH:1]1[CH:5]=[CH:4][C:3]([CH2:6][C:7]([OH:9])=O)=[CH:2]1.[CH2:10]([C@@H:17]1[NH:22][CH2:21][CH2:20][N:19]([C:23]2[CH:28]=[CH:27][C:26]([O:29][CH3:30])=[C:25]([O:31][CH:32]3[CH2:35][CH2:34][CH2:33]3)[CH:24]=2)[CH2:18]1)[C:11]1[CH:16]=[CH:15][CH:14]=[CH:13][CH:12]=1, predict the reaction product. The product is: [CH2:10]([C@H:17]1[CH2:18][N:19]([C:23]2[CH:28]=[CH:27][C:26]([O:29][CH3:30])=[C:25]([O:31][CH:32]3[CH2:35][CH2:34][CH2:33]3)[CH:24]=2)[CH2:20][CH2:21][N:22]1[C:7](=[O:9])[CH2:6][C:3]1[CH:4]=[CH:5][NH:1][CH:2]=1)[C:11]1[CH:12]=[CH:13][CH:14]=[CH:15][CH:16]=1.